From a dataset of Catalyst prediction with 721,799 reactions and 888 catalyst types from USPTO. Predict which catalyst facilitates the given reaction. (1) Product: [Cl:1][C:2]1[CH:16]=[CH:15][C:5]([O:6][C:7]2[CH:8]=[C:9]([CH2:10][OH:11])[CH:12]=[CH:13][CH:14]=2)=[C:4]([N+:17]([O-:19])=[O:18])[CH:3]=1. The catalyst class is: 8. Reactant: [Cl:1][C:2]1[CH:16]=[CH:15][C:5]([O:6][C:7]2[CH:8]=[C:9]([CH:12]=[CH:13][CH:14]=2)[CH:10]=[O:11])=[C:4]([N+:17]([O-:19])=[O:18])[CH:3]=1.[BH4-].[Na+]. (2) Reactant: C(O[C:4]([C:6]1[CH:10]=[C:9]([C:11]2[CH:16]=[CH:15][N:14]=[C:13](/[CH:17]=[CH:18]/[C:19]3[CH:20]=N[CH:22]=[CH:23][CH:24]=3)[CH:12]=2)[NH:8][C:7]=1[NH2:25])=[O:5])C.[C:26]1([CH2:32][C:33]([NH2:35])=N)[CH:31]=[CH:30][CH:29]=[CH:28][CH:27]=1.[C:36]([O-])([O-])=O.[K+].[K+]. Product: [CH2:32]([C:33]1[NH:35][C:4](=[O:5])[C:6]2[CH:10]=[C:9]([C:11]3[CH:16]=[CH:15][N:14]=[C:13](/[CH:17]=[CH:18]/[C:19]4[CH:24]=[CH:23][CH:22]=[CH:36][CH:20]=4)[CH:12]=3)[NH:8][C:7]=2[N:25]=1)[C:26]1[CH:31]=[CH:30][CH:29]=[CH:28][CH:27]=1. The catalyst class is: 9. (3) Reactant: [CH2:1]([O:3][C:4](=[O:29])[CH2:5][CH2:6][C:7]1[N:8]([C:19]2[CH:24]=[CH:23][C:22]([C:25](=[O:27])[NH2:26])=[CH:21][C:20]=2[CH3:28])[C:9](C2C=CC=CC=2N)=[CH:10][CH:11]=1)[CH3:2].C([N:32]([CH2:35][CH3:36])CC)C.[CH3:37][S:38](Cl)(=[O:40])=[O:39]. Product: [C:25]([C:22]1[CH:23]=[CH:24][C:19]([N:8]2[C:9]([C:5]3[CH:4]=[CH:36][C:35]([NH:32][S:38]([CH3:37])(=[O:40])=[O:39])=[CH:7][CH:6]=3)=[CH:10][CH:11]=[C:7]2[CH2:6][CH2:5][C:4]([O:3][CH2:1][CH3:2])=[O:29])=[C:20]([CH3:28])[CH:21]=1)(=[O:27])[NH2:26]. The catalyst class is: 20. (4) The catalyst class is: 9. Reactant: [CH3:1][C:2]1[CH:3]=[CH:4][C:5]([CH2:11][C:12](=[O:37])[N:13]2[CH2:36][CH2:35][C:16]3([CH2:19][N:18]([C@H:20]4[C:28]5[C:23](=[CH:24][C:25]([C:29]6[N:34]=[CH:33][CH:32]=[CH:31][N:30]=6)=[CH:26][CH:27]=5)[CH2:22][CH2:21]4)[CH2:17]3)[CH2:15][CH2:14]2)=[C:6]([CH:10]=1)[C:7](O)=[O:8].F[P-](F)(F)(F)(F)F.[N:45]1(O[P+](N(C)C)(N(C)C)N(C)C)C2C=CC=CC=2N=N1.N. Product: [CH3:1][C:2]1[CH:3]=[CH:4][C:5]([CH2:11][C:12](=[O:37])[N:13]2[CH2:14][CH2:15][C:16]3([CH2:17][N:18]([C@H:20]4[C:28]5[C:23](=[CH:24][C:25]([C:29]6[N:30]=[CH:31][CH:32]=[CH:33][N:34]=6)=[CH:26][CH:27]=5)[CH2:22][CH2:21]4)[CH2:19]3)[CH2:35][CH2:36]2)=[C:6]([CH:10]=1)[C:7]([NH2:45])=[O:8]. (5) Product: [OH:2][C:3]1[C:4]([C:20]([F:21])([F:22])[F:23])=[CH:5][C:6]([CH2:13][CH2:14][C:15]([O:17][CH2:18][CH3:19])=[O:16])=[CH:7][C:8]=1[C:9]([F:10])([F:11])[F:12]. Reactant: C[O:2][C:3]1[C:8]([C:9]([F:12])([F:11])[F:10])=[CH:7][C:6]([CH2:13][CH2:14][C:15]([O:17][CH2:18][CH3:19])=[O:16])=[CH:5][C:4]=1[C:20]([F:23])([F:22])[F:21].B(Br)(Br)Br. The catalyst class is: 4. (6) Reactant: [C:1]([CH2:9][C:10]([O:12][CH3:13])=[O:11])(=O)[C:2]1[CH:7]=[CH:6][CH:5]=[CH:4][CH:3]=1.C([O-])(=O)C.[NH4+:18]. Product: [NH2:18][C@H:1]([C:2]1[CH:7]=[CH:6][CH:5]=[CH:4][CH:3]=1)[CH2:9][C:10]([O:12][CH3:13])=[O:11]. The catalyst class is: 5. (7) Reactant: [C:1]1([C:7]2[CH:16]=[CH:15][CH:14]=[C:13]3[C:8]=2[C:9]([NH:26][CH2:27][C:28]2[CH:33]=[CH:32][CH:31]=[CH:30][N:29]=2)=[N:10][N:11]=[C:12]3[C:17]2[CH:18]=[N:19][CH:20]=[C:21]([CH:25]=2)[C:22]([OH:24])=O)[CH:6]=[CH:5][CH:4]=[CH:3][CH:2]=1.CN(C(ON1N=NC2C=CC=NC1=2)=[N+](C)C)C.F[P-](F)(F)(F)(F)F.[CH3:58][C:59]1([CH3:66])[O:63][CH:62]([CH2:64][NH2:65])[CH2:61][O:60]1. Product: [CH3:58][C:59]1([CH3:66])[O:63][CH:62]([CH2:64][NH:65][C:22](=[O:24])[C:21]2[CH:25]=[C:17]([C:12]3[C:13]4[C:8](=[C:7]([C:1]5[CH:2]=[CH:3][CH:4]=[CH:5][CH:6]=5)[CH:16]=[CH:15][CH:14]=4)[C:9]([NH:26][CH2:27][C:28]4[CH:33]=[CH:32][CH:31]=[CH:30][N:29]=4)=[N:10][N:11]=3)[CH:18]=[N:19][CH:20]=2)[CH2:61][O:60]1. The catalyst class is: 239. (8) Reactant: [CH3:1][N:2]([CH3:13])[C:3]1[CH:8]=[CH:7][C:6](/[CH:9]=[CH:10]/[CH:11]=O)=[CH:5][CH:4]=1.[NH2:14][C:15]1[CH:20]=[CH:19][C:18]([C:21]2[S:25][C:24]([N:26]=[C:27]([NH2:29])[NH2:28])=[N:23][C:22]=2[CH3:30])=[CH:17][CH:16]=1.C(O[BH-](OC(=O)C)OC(=O)C)(=O)C.[Na+]. Product: [CH3:1][N:2]([CH3:13])[C:3]1[CH:8]=[CH:7][C:6](/[CH:9]=[CH:10]/[CH2:11][NH:14][C:15]2[CH:20]=[CH:19][C:18]([C:21]3[S:25][C:24]([N:26]=[C:27]([NH2:28])[NH2:29])=[N:23][C:22]=3[CH3:30])=[CH:17][CH:16]=2)=[CH:5][CH:4]=1. The catalyst class is: 4. (9) Reactant: [H-].[H-].[H-].[H-].[Li+].[Al+3].C[O:8][C:9](=O)[C:10]1[CH:15]=[CH:14][CH:13]=[C:12]([Cl:16])[C:11]=1[CH3:17].O. Product: [Cl:16][C:12]1[C:11]([CH3:17])=[C:10]([CH2:9][OH:8])[CH:15]=[CH:14][CH:13]=1. The catalyst class is: 1.